Predict the reaction yield, written as a fraction of the theoretical maximum amount of product (1.0 means a 100% yield; for example, 0.34 means a 34% yield). From a dataset of Reaction yield outcomes from USPTO patents with 853,638 reactions. (1) The reactants are [CH:1]([C:3]1C=C[C:6]([N:9]2[CH2:14][CH2:13][N:12]([C:15]([O:17][C:18]([CH3:21])([CH3:20])[CH3:19])=[O:16])[CH2:11][CH2:10]2)=[CH:5][C:4]=1O)=O.[C:23]([O:29][CH2:30][CH3:31])(=[O:28])[CH2:24][C:25]([CH3:27])=[O:26].CC(O)=O.N1CCCCC1. The catalyst is CC#N. The product is [C:25]([C:24]1[C:23](=[O:28])[O:29][C:30]2[C:3]([CH:1]=1)=[CH:4][CH:5]=[C:6]([N:9]1[CH2:10][CH2:11][N:12]([C:15]([O:17][C:18]([CH3:21])([CH3:20])[CH3:19])=[O:16])[CH2:13][CH2:14]1)[CH:31]=2)(=[O:26])[CH3:27]. The yield is 0.890. (2) The reactants are CO.[CH:3](OC)(OC)[O:4]C.O.O.[C:12]([NH:15][C@H:16]1[C@H:25]([C@@H:26]([C@@H:28]([CH2:30][OH:31])[OH:29])[OH:27])[O:24][C:19]([OH:23])([C:20](=[O:22])[OH:21])[CH2:18][C@@H:17]1[OH:32])(=[O:14])[CH3:13].O. The catalyst is S(=O)(=O)(O)O.C(N(CC)CC)C.C(OCC)(=O)C. The product is [OH2:4].[C:12]([NH:15][C@H:16]1[C@H:25]([C@@H:26]([C@@H:28]([CH2:30][OH:31])[OH:29])[OH:27])[O:24][C:19]([OH:23])([C:20](=[O:21])[O:22][CH3:3])[CH2:18][C@@H:17]1[OH:32])(=[O:14])[CH3:13]. The yield is 0.967. (3) The reactants are [F-].[Cs+].Br[C:4]1[N:9]=[C:8]2[N:10]([CH2:13][C:14]3[CH:15]=[C:16]4[C:21](=[CH:22][CH:23]=3)[N:20]=[CH:19][CH:18]=[CH:17]4)[N:11]=[N:12][C:7]2=[N:6][CH:5]=1.CC1(C)C(C)(C)OB([C:32]2[CH:33]=[N:34][N:35](C(OC(C)(C)C)=O)[CH:36]=2)O1.C(Cl)Cl. The catalyst is C1C=CC(P(C2C=CC=CC=2)[C-]2C=CC=C2)=CC=1.C1C=CC(P(C2C=CC=CC=2)[C-]2C=CC=C2)=CC=1.Cl[Pd]Cl.[Fe+2].O.COCCOC. The product is [NH:34]1[CH:33]=[C:32]([C:4]2[N:9]=[C:8]3[N:10]([CH2:13][C:14]4[CH:15]=[C:16]5[C:21](=[CH:22][CH:23]=4)[N:20]=[CH:19][CH:18]=[CH:17]5)[N:11]=[N:12][C:7]3=[N:6][CH:5]=2)[CH:36]=[N:35]1. The yield is 0.620. (4) The reactants are [Si:1]([O:8][CH2:9][C:10]1[CH:15]=[C:14]([CH3:16])[NH:13][C:12](=[O:17])[C:11]=1[C:18]#[N:19])([C:4]([CH3:7])([CH3:6])[CH3:5])([CH3:3])[CH3:2].[CH2:20](Cl)[C:21]1[CH:26]=[CH:25][CH:24]=[CH:23][CH:22]=1. The catalyst is C1(C)C=CC=CC=1. The product is [CH2:20]([O:17][C:12]1[C:11]([C:18]#[N:19])=[C:10]([CH2:9][O:8][Si:1]([C:4]([CH3:7])([CH3:6])[CH3:5])([CH3:3])[CH3:2])[CH:15]=[C:14]([CH3:16])[N:13]=1)[C:21]1[CH:26]=[CH:25][CH:24]=[CH:23][CH:22]=1. The yield is 0.740. (5) The reactants are [CH:1]([C@H:4]1[NH:8][S:7](=[O:10])(=[O:9])[N:6]([CH2:11][C:12]2[CH:17]=[CH:16][C:15]([O:18][CH3:19])=[CH:14][CH:13]=2)[C:5]1=[O:20])([CH3:3])[CH3:2].[H-].[Na+].CS(O[CH2:28][CH2:29][C:30]1[C:31]([CH3:46])=[N:32][N:33]([CH3:45])[C:34]=1[N:35]1[C:43]2[C:38](=[CH:39][C:40]([Cl:44])=[CH:41][CH:42]=2)[CH:37]=[CH:36]1)(=O)=O.O. The catalyst is CN(C)C=O. The product is [Cl:44][C:40]1[CH:39]=[C:38]2[C:43](=[CH:42][CH:41]=1)[N:35]([C:34]1[N:33]([CH3:45])[N:32]=[C:31]([CH3:46])[C:30]=1[CH2:29][CH2:28][N:8]1[S:7](=[O:9])(=[O:10])[N:6]([CH2:11][C:12]3[CH:17]=[CH:16][C:15]([O:18][CH3:19])=[CH:14][CH:13]=3)[C:5](=[O:20])[C@H:4]1[CH:1]([CH3:3])[CH3:2])[CH:36]=[CH:37]2. The yield is 0.590.